From a dataset of Full USPTO retrosynthesis dataset with 1.9M reactions from patents (1976-2016). Predict the reactants needed to synthesize the given product. (1) Given the product [F:13][C:14]1[C:19]([CH3:18])=[C:22]([I:23])[C:17]([CH3:21])=[CH:16][N:15]=1, predict the reactants needed to synthesize it. The reactants are: C(NC(C)C)(C)C.C([Li])CCC.[F:13][C:14]1[C:19](I)=[CH:18][C:17]([CH3:21])=[CH:16][N:15]=1.[CH3:22][I:23]. (2) Given the product [F:22][C:23]1[CH:24]=[C:25]([N:30]2[C:5]([C:7]3[CH:17]=[CH:16][C:10]4[O:11][CH2:12][C:13](=[O:15])[NH:14][C:9]=4[CH:8]=3)=[CH:4][C:3]([C:2]([F:20])([F:19])[F:1])=[N:31]2)[CH:26]=[C:27]([F:29])[CH:28]=1, predict the reactants needed to synthesize it. The reactants are: [F:1][C:2]([F:20])([F:19])[C:3](=O)[CH2:4][C:5]([C:7]1[CH:17]=[CH:16][C:10]2[O:11][CH2:12][C:13](=[O:15])[NH:14][C:9]=2[CH:8]=1)=O.Cl.[F:22][C:23]1[CH:24]=[C:25]([NH:30][NH2:31])[CH:26]=[C:27]([F:29])[CH:28]=1. (3) Given the product [F:48][C:49]1[C:57]([N+:58]([O-:60])=[O:59])=[CH:56][CH:55]=[C:54]2[C:50]=1[CH2:51][CH2:52][N:53]2[C:12](=[O:14])[CH2:11][C:10]1[C:9]2[C:4](=[CH:5][CH:6]=[CH:7][CH:8]=2)[NH:3][C:2]=1[CH3:1], predict the reactants needed to synthesize it. The reactants are: [CH3:1][C:2]1[NH:3][C:4]2[C:9]([C:10]=1[CH2:11][C:12]([OH:14])=O)=[CH:8][CH:7]=[CH:6][CH:5]=2.CN(C(ON1N=NC2C=CC=NC1=2)=[N+](C)C)C.F[P-](F)(F)(F)(F)F.CCN(C(C)C)C(C)C.[F:48][C:49]1[C:57]([N+:58]([O-:60])=[O:59])=[CH:56][CH:55]=[C:54]2[C:50]=1[CH2:51][CH2:52][NH:53]2.C([O-])([O-])=O.[K+].[K+]. (4) Given the product [Br:19][C:6]1[C:5]([C:3]2[N:29]=[C:27]([NH:26][C:21]3[N:22]=[CH:23][CH:24]=[CH:25][N:20]=3)[S:28][CH:2]=2)=[CH:9][N:8]([CH2:10][C:11]2[CH:16]=[CH:15][C:14]([O:17][CH3:18])=[CH:13][CH:12]=2)[N:7]=1, predict the reactants needed to synthesize it. The reactants are: Br[CH2:2][C:3]([C:5]1[C:6]([Br:19])=[N:7][N:8]([CH2:10][C:11]2[CH:16]=[CH:15][C:14]([O:17][CH3:18])=[CH:13][CH:12]=2)[CH:9]=1)=O.[N:20]1[CH:25]=[CH:24][CH:23]=[N:22][C:21]=1[NH:26][C:27]([NH2:29])=[S:28]. (5) Given the product [Cl:1][C:2]1[N:3]=[C:4]([CH:12]2[CH2:13][C:10](=[O:9])[CH2:11]2)[CH:5]=[C:6]([Cl:8])[N:7]=1, predict the reactants needed to synthesize it. The reactants are: [Cl:1][C:2]1[N:7]=[C:6]([Cl:8])[CH:5]=[CH:4][N:3]=1.[O:9]=[C:10]1[CH2:13][CH:12](C(O)=O)[CH2:11]1.C(#N)C.O.[OH-].[NH4+]. (6) Given the product [NH:1]1[C:9]2[C:4](=[CH:5][CH:6]=[CH:7][CH:8]=2)[C:3]([CH:20]=[O:21])=[CH:2]1, predict the reactants needed to synthesize it. The reactants are: [NH:1]1[C:9]2[C:4](=[CH:5][CH:6]=[CH:7][CH:8]=2)[CH:3]=[CH:2]1.P(Cl)(Cl)(Cl)=O.[OH-].[Na+].CN([CH:20]=[O:21])C. (7) Given the product [Si:30]([O:37][CH2:38][CH2:39][S:40][C:41]1[N:42]=[CH:43][N:44]2[CH:48]=[C:47]([Sn:5]([CH2:10][CH2:11][CH2:12][CH3:13])([CH2:6][CH2:7][CH2:8][CH3:9])[CH2:1][CH2:2][CH2:3][CH3:4])[S:46][C:45]=12)([C:33]([CH3:36])([CH3:34])[CH3:35])([CH3:32])[CH3:31], predict the reactants needed to synthesize it. The reactants are: [CH2:1]([Sn:5](Cl)([CH2:10][CH2:11][CH2:12][CH3:13])[CH2:6][CH2:7][CH2:8][CH3:9])[CH2:2][CH2:3][CH3:4].C[Si]([N-][Si](C)(C)C)(C)C.[Li+].C1COCC1.[Si:30]([O:37][CH2:38][CH2:39][S:40][C:41]1[N:42]=[CH:43][N:44]2[CH:48]=[CH:47][S:46][C:45]=12)([C:33]([CH3:36])([CH3:35])[CH3:34])([CH3:32])[CH3:31].[Cl-].[NH4+]. (8) Given the product [CH2:11]([O:10][C:8]([N:1]1[CH:6]=[CH:5][CH:4]([C:15]2[CH:20]=[CH:19][CH:18]=[CH:17][CH:16]=2)[CH:3]=[CH:2]1)=[O:9])[CH:12]([CH3:14])[CH3:13], predict the reactants needed to synthesize it. The reactants are: [N:1]1[CH:6]=[CH:5][CH:4]=[CH:3][CH:2]=1.Cl[C:8]([O:10][CH2:11][CH:12]([CH3:14])[CH3:13])=[O:9].[C:15]1([Mg]Cl)[CH:20]=[CH:19][CH:18]=[CH:17][CH:16]=1.S(=O)(=O)(O)O. (9) Given the product [CH:23]1([CH:30]2[CH2:29][CH2:28][CH2:27][CH2:26][CH2:25][CH2:24]2)[CH2:18][CH2:19][CH2:20][CH2:21][CH2:22][NH:15]1, predict the reactants needed to synthesize it. The reactants are: N1(C2CCCCCC2)CCCCCC1.[N:15]1([CH:23]2[CH2:30][CH2:29][CH2:28][CH2:27][CH2:26][CH2:25][CH2:24]2)[CH2:22][CH2:21][CH2:20][CH2:19][CH2:18]CC1. (10) Given the product [F:27][C:22]1[CH:23]=[C:24]2[C:19](=[CH:20][CH:21]=1)[CH:18]=[C:17]([C:11]1[C:10]3[C:14](=[CH:15][CH:16]=[C:8]([C:6]4[NH:37][N:36]=[C:34]([CH2:33][N:28]5[CH2:32][CH2:31][CH2:30][CH2:29]5)[N:7]=4)[CH:9]=3)[NH:13][N:12]=1)[CH:26]=[CH:25]2, predict the reactants needed to synthesize it. The reactants are: Cl.Cl.C(O[C:6]([C:8]1[CH:9]=[C:10]2[C:14](=[CH:15][CH:16]=1)[NH:13][N:12]=[C:11]2[C:17]1[CH:26]=[CH:25][C:24]2[C:19](=[CH:20][CH:21]=[C:22]([F:27])[CH:23]=2)[CH:18]=1)=[NH:7])C.[N:28]1([CH2:33][C:34]([NH:36][NH2:37])=O)[CH2:32][CH2:31][CH2:30][CH2:29]1.C(N(CC)CC)C.